From a dataset of Forward reaction prediction with 1.9M reactions from USPTO patents (1976-2016). Predict the product of the given reaction. (1) Given the reactants [Cl:1]C1C=C(C=C(Cl)C=1)CC1CCN(C(OC(C)(C)C)=O)CC1.[CH:23]1([C:26]2[C:27]([CH2:40][N:41]3[CH2:46][CH2:45][CH:44]([O:47][C:48]4[CH:53]=[CH:52][C:51]([Cl:54])=[CH:50][C:49]=4[Cl:55])[CH2:43][CH2:42]3)=[CH:28][C:29]([F:39])=[C:30]([CH:38]=2)[C:31]([O:33]C(C)(C)C)=[O:32])[CH2:25][CH2:24]1, predict the reaction product. The product is: [ClH:1].[CH:23]1([C:26]2[C:27]([CH2:40][N:41]3[CH2:46][CH2:45][CH:44]([O:47][C:48]4[CH:53]=[CH:52][C:51]([Cl:54])=[CH:50][C:49]=4[Cl:55])[CH2:43][CH2:42]3)=[CH:28][C:29]([F:39])=[C:30]([CH:38]=2)[C:31]([OH:33])=[O:32])[CH2:25][CH2:24]1. (2) Given the reactants [NH2:1][CH2:2][CH2:3][O:4][CH2:5][CH2:6][OH:7].[CH2:8](Br)[C:9]#[CH:10].[CH3:12][C:13]([CH3:15])=O, predict the reaction product. The product is: [CH2:8]([N:1]([CH2:15][C:13]#[CH:12])[CH2:2][CH2:3][O:4][CH2:5][CH2:6][OH:7])[C:9]#[CH:10]. (3) Given the reactants [Cl:1][C:2]1[CH:3]=[C:4]([C:8]#[C:9][C@@H:10]2[N:14]3[CH2:15][CH2:16][N:17]([C:19]4[N:28]=[CH:27][CH:26]=[CH:25][C:20]=4[C:21]([O:23]C)=[O:22])[CH2:18][C@@H:13]3[CH2:12][CH2:11]2)[CH:5]=[CH:6][CH:7]=1.[Li+].[OH-].C1COCC1.Cl, predict the reaction product. The product is: [Cl:1][C:2]1[CH:3]=[C:4]([C:8]#[C:9][C@@H:10]2[N:14]3[CH2:15][CH2:16][N:17]([C:19]4[N:28]=[CH:27][CH:26]=[CH:25][C:20]=4[C:21]([OH:23])=[O:22])[CH2:18][C@@H:13]3[CH2:12][CH2:11]2)[CH:5]=[CH:6][CH:7]=1. (4) Given the reactants [C:1]([NH:4][C@H:5]([C:14]([NH:16][C@H:17]([C:21]([N:23]1[CH2:30][CH:29]([O:31][CH2:32][CH:33]=[CH2:34])[CH2:28][C@H:24]1[C:25](O)=[O:26])=[O:22])[CH:18]([CH3:20])[CH3:19])=[O:15])[CH2:6][C:7]1[CH:12]=[CH:11][C:10]([OH:13])=[CH:9][CH:8]=1)(=[O:3])[CH3:2].[C:35]([O:39][C:40](=[N:46][NH:47][C:48]([NH2:50])=[O:49])[CH2:41][CH:42]([NH2:45])[CH:43]=[O:44])([CH3:38])([CH3:37])[CH3:36], predict the reaction product. The product is: [C:35]([O:39][C:40](=[N:46][NH:47][C:48]([NH2:50])=[O:49])[CH2:41][C@H:42]([NH:45][C:25](=[O:26])[C@@H:24]1[CH2:28][C@@H:29]([O:31][CH2:32][CH:33]=[CH2:34])[CH2:30][N:23]1[C:21](=[O:22])[C@H:17]([CH:18]([CH3:19])[CH3:20])[NH:16][C:14](=[O:15])[C@H:5]([CH2:6][C:7]1[CH:8]=[CH:9][C:10]([OH:13])=[CH:11][CH:12]=1)[NH:4][C:1](=[O:3])[CH3:2])[CH:43]=[O:44])([CH3:38])([CH3:36])[CH3:37]. (5) Given the reactants C(OC([N:8]1[CH2:13][CH2:12][C:11]([NH:17][S:18]([C:21]2[CH:26]=[CH:25][C:24]([C:27]3[CH:32]=[CH:31][C:30]([O:33][CH3:34])=[CH:29][CH:28]=3)=[CH:23][CH:22]=2)(=[O:20])=[O:19])([C:14]([OH:16])=[O:15])[CH2:10][CH2:9]1)=O)(C)(C)C.C1(OC)C=CC=CC=1.[F:43][C:44]([F:49])([F:48])[C:45]([OH:47])=[O:46].CCOCC.CCCCCC, predict the reaction product. The product is: [CH3:34][O:33][C:30]1[CH:29]=[CH:28][C:27]([C:24]2[CH:23]=[CH:22][C:21]([S:18]([NH:17][C:11]3([C:14]([OH:16])=[O:15])[CH2:10][CH2:9][NH:8][CH2:13][CH2:12]3)(=[O:20])=[O:19])=[CH:26][CH:25]=2)=[CH:32][CH:31]=1.[F:43][C:44]([F:49])([F:48])[C:45]([O-:47])=[O:46]. (6) Given the reactants Br[C:2]1[CH:7]=[CH:6][C:5]([C:8]2[O:12][N:11]=[C:10]([CH3:13])[C:9]=2[CH:14]([C:16]2[N:17]=[N:18][N:19]([CH2:21][C:22]3[CH:27]=[CH:26][CH:25]=[C:24]([C:28]([F:31])([F:30])[F:29])[CH:23]=3)[CH:20]=2)[OH:15])=[CH:4][CH:3]=1.[CH2:32]([O:34][C:35]([C:37]1([C:40]2[CH:45]=[CH:44][C:43](B3OC(C)(C)C(C)(C)O3)=[CH:42][CH:41]=2)[CH2:39][CH2:38]1)=[O:36])[CH3:33], predict the reaction product. The product is: [CH2:32]([O:34][C:35]([C:37]1([C:40]2[CH:45]=[CH:44][C:43]([C:2]3[CH:3]=[CH:4][C:5]([C:8]4[O:12][N:11]=[C:10]([CH3:13])[C:9]=4[CH:14]([OH:15])[C:16]4[N:17]=[N:18][N:19]([CH2:21][C:22]5[CH:27]=[CH:26][CH:25]=[C:24]([C:28]([F:29])([F:30])[F:31])[CH:23]=5)[CH:20]=4)=[CH:6][CH:7]=3)=[CH:42][CH:41]=2)[CH2:38][CH2:39]1)=[O:36])[CH3:33].